From a dataset of Catalyst prediction with 721,799 reactions and 888 catalyst types from USPTO. Predict which catalyst facilitates the given reaction. (1) Reactant: [Cl:1][C:2]12[CH2:11][CH:6]3[CH2:7][CH:8]([CH2:10][CH:4]([CH:5]3[OH:12])[CH2:3]1)[CH2:9]2.CC(C)([O-])C.[K+].[Cl:19][C:20]1[C:21](F)=[CH:22][C:23]([F:29])=[C:24]([CH:28]=1)[C:25]([OH:27])=[O:26].Cl. Product: [Cl:19][C:20]1[C:21]([O:12][CH:5]2[CH:4]3[CH2:10][CH:8]4[CH2:9][C:2]([Cl:1])([CH2:11][CH:6]2[CH2:7]4)[CH2:3]3)=[CH:22][C:23]([F:29])=[C:24]([CH:28]=1)[C:25]([OH:27])=[O:26]. The catalyst class is: 58. (2) Reactant: [NH2:1][C:2]1[C:3]2[C:10]([C:11]3[CH:16]=[CH:15][C:14]([NH:17][C:18](=[O:27])[CH2:19][CH2:20][C:21]4[CH:26]=[CH:25][CH:24]=[CH:23][CH:22]=4)=[C:13]([O:28][CH3:29])[CH:12]=3)=[CH:9][N:8]([CH:30]3[CH2:35][CH2:34][C:33](=O)[CH2:32][CH2:31]3)[C:4]=2[N:5]=[CH:6][N:7]=1.[CH3:37][N:38]1[CH2:43][CH2:42][NH:41][CH2:40][CH2:39]1.C(O)(=O)C.C(O[BH-](OC(=O)C)OC(=O)C)(=O)C.[Na+]. Product: [NH2:1][C:2]1[C:3]2[C:10]([C:11]3[CH:16]=[CH:15][C:14]([NH:17][C:18](=[O:27])[CH2:19][CH2:20][C:21]4[CH:22]=[CH:23][CH:24]=[CH:25][CH:26]=4)=[C:13]([O:28][CH3:29])[CH:12]=3)=[CH:9][N:8]([C@H:30]3[CH2:35][CH2:34][C@@H:33]([N:41]4[CH2:42][CH2:43][N:38]([CH3:37])[CH2:39][CH2:40]4)[CH2:32][CH2:31]3)[C:4]=2[N:5]=[CH:6][N:7]=1. The catalyst class is: 68. (3) Reactant: C([O-])([O-])=O.[Na+].[Na+].[CH2:7]([O:9][C:10]([C:12]1[CH:17]=[CH:16][CH:15]=[C:14](Br)[N:13]=1)=[O:11])[CH3:8].[OH:19][C:20]([CH3:53])([CH3:52])[CH2:21][C@@:22]1([C:46]2[CH:51]=[CH:50][CH:49]=[CH:48][CH:47]=2)[O:27][C:26](=[O:28])[N:25]([C@H:29]([C:31]2[CH:36]=[CH:35][C:34](B3OC(C)(C)C(C)(C)O3)=[CH:33][CH:32]=2)[CH3:30])[CH2:24][CH2:23]1. Product: [CH2:7]([O:9][C:10]([C:12]1[CH:17]=[CH:16][CH:15]=[C:14]([C:34]2[CH:33]=[CH:32][C:31]([C@@H:29]([N:25]3[CH2:24][CH2:23][C@:22]([CH2:21][C:20]([OH:19])([CH3:52])[CH3:53])([C:46]4[CH:51]=[CH:50][CH:49]=[CH:48][CH:47]=4)[O:27][C:26]3=[O:28])[CH3:30])=[CH:36][CH:35]=2)[N:13]=1)=[O:11])[CH3:8]. The catalyst class is: 9. (4) Reactant: [CH:1]1([NH:5][C:6]([C:8]2[CH:17]=[CH:16][C:15]3[C:10](=[CH:11][CH:12]=[N:13][CH:14]=3)[N:9]=2)=[O:7])[CH2:4][CH2:3][CH2:2]1.Br[CH2:19][C:20]([O:22][C:23]([CH3:26])([CH3:25])[CH3:24])=[O:21].[BH4-].[Na+]. Product: [CH:1]1([NH:5][C:6]([C:8]2[CH:17]=[CH:16][C:15]3[CH2:14][N:13]([CH2:19][C:20]([O:22][C:23]([CH3:26])([CH3:25])[CH3:24])=[O:21])[CH2:12][CH2:11][C:10]=3[N:9]=2)=[O:7])[CH2:4][CH2:3][CH2:2]1. The catalyst class is: 23. (5) Reactant: Br[C:2]1[S:3][C:4]([CH:7]=[O:8])=[CH:5][N:6]=1.CC1(C)C(C)(C)OB([C:17]2[CH:18]=[N:19][NH:20][CH:21]=2)O1.C(=O)([O-])[O-].[Na+].[Na+]. Product: [NH:19]1[CH:18]=[C:17]([C:2]2[S:3][C:4]([CH:7]=[O:8])=[CH:5][N:6]=2)[CH:21]=[N:20]1. The catalyst class is: 335. (6) Reactant: Cl[C:2]1[C:3]([NH2:8])=[N:4][CH:5]=[CH:6][N:7]=1.[CH3:9][O-:10].[Na+]. Product: [CH3:9][O:10][C:2]1[C:3]([NH2:8])=[N:4][CH:5]=[CH:6][N:7]=1. The catalyst class is: 5. (7) The catalyst class is: 4. Product: [C:15]1([O:21][C:22](=[O:23])[NH:8][C:6]2[S:7][C:3]([CH2:1][CH3:2])=[N:4][N:5]=2)[CH:20]=[CH:19][CH:18]=[CH:17][CH:16]=1. Reactant: [CH2:1]([C:3]1[S:7][C:6]([NH2:8])=[N:5][N:4]=1)[CH3:2].N1C=CC=CC=1.[C:15]1([O:21][C:22](Cl)=[O:23])[CH:20]=[CH:19][CH:18]=[CH:17][CH:16]=1.